Task: Predict the reactants needed to synthesize the given product.. Dataset: Full USPTO retrosynthesis dataset with 1.9M reactions from patents (1976-2016) (1) The reactants are: [H-].[Na+].[OH:3][C:4]1[CH:9]=[CH:8][C:7]([CH2:10][CH2:11][CH2:12][CH2:13][OH:14])=[CH:6][CH:5]=1.Cl[CH2:16][C:17]1[N:18]=[C:19](/[CH:22]=[CH:23]/[C:24]2[CH:29]=[CH:28][C:27]([F:30])=[CH:26][C:25]=2[F:31])[O:20][CH:21]=1.Cl. Given the product [F:31][C:25]1[CH:26]=[C:27]([F:30])[CH:28]=[CH:29][C:24]=1/[CH:23]=[CH:22]/[C:19]1[O:20][CH:21]=[C:17]([CH2:16][O:3][C:4]2[CH:5]=[CH:6][C:7]([CH2:10][CH2:11][CH2:12][CH2:13][OH:14])=[CH:8][CH:9]=2)[N:18]=1, predict the reactants needed to synthesize it. (2) Given the product [CH2:9]([O:8][CH:1]1[CH2:2][N:16]([C:17]#[N:18])[CH2:19]1)[C:10]1[CH:11]=[CH:12][CH:13]=[CH:14][CH:15]=1, predict the reactants needed to synthesize it. The reactants are: [CH2:1]([O:8][CH2:9][C:10]1[CH:15]=[CH:14][CH:13]=[CH:12][CH:11]=1)[C:2]1C=CC=CC=1.[N:16]#[C:17][NH2:18].[C:19](O)(C(F)(F)F)=O.BrC#N. (3) The reactants are: [F:1][C:2]([F:14])([F:13])[C:3]1[CH:4]=[C:5]([NH:9][C:10]([NH2:12])=[O:11])[CH:6]=[CH:7][CH:8]=1.[C:15]([C:17]1[CH:24]=[CH:23][C:20]([CH:21]=O)=[CH:19][CH:18]=1)#[N:16].[N+:25]([C:28]1[CH:33]=[CH:32][C:31]([C:34](=[O:39])[CH2:35][C:36](=O)[CH3:37])=[CH:30][CH:29]=1)([O-:27])=[O:26]. Given the product [N+:25]([C:28]1[CH:29]=[CH:30][C:31]([C:34]([C:35]2[CH:21]([C:20]3[CH:23]=[CH:24][C:17]([C:15]#[N:16])=[CH:18][CH:19]=3)[NH:12][C:10](=[O:11])[N:9]([C:5]3[CH:6]=[CH:7][CH:8]=[C:3]([C:2]([F:13])([F:14])[F:1])[CH:4]=3)[C:36]=2[CH3:37])=[O:39])=[CH:32][CH:33]=1)([O-:27])=[O:26], predict the reactants needed to synthesize it. (4) Given the product [NH2:35][C:4]1[N:5]=[C:6]([CH3:34])[C:7]([CH2:8][NH:9][C:10]2[N:15]=[CH:14][N:13]=[C:12]3[N:16]([CH2:19][C:20]4[CH:25]=[CH:24][C:23]([CH2:26][N:27]5[CH:32]=[CH:31][CH:30]=[CH:29][C:28]5=[O:33])=[CH:22][CH:21]=4)[N:17]=[CH:18][C:11]=23)=[C:2]([CH3:1])[CH:3]=1, predict the reactants needed to synthesize it. The reactants are: [CH3:1][C:2]1[C:7]([CH2:8][NH:9][C:10]2[N:15]=[CH:14][N:13]=[C:12]3[N:16]([CH2:19][C:20]4[CH:25]=[CH:24][C:23]([CH2:26][N:27]5[CH:32]=[CH:31][CH:30]=[CH:29][C:28]5=[O:33])=[CH:22][CH:21]=4)[N:17]=[CH:18][C:11]=23)=[C:6]([CH3:34])[N:5]=[C:4]([NH:35]C(=O)OC(C)(C)C)[CH:3]=1.C(O)(C(F)(F)F)=O. (5) Given the product [Br:1][C:2]1[CH:11]=[CH:10][C:5]2[C:6](=[O:8])[CH2:15][S:12](=[O:14])(=[O:13])[C:4]=2[CH:3]=1, predict the reactants needed to synthesize it. The reactants are: [Br:1][C:2]1[CH:11]=[CH:10][C:5]([C:6]([O:8]C)=O)=[C:4]([S:12]([CH3:15])(=[O:14])=[O:13])[CH:3]=1.[H-].[Na+]. (6) Given the product [Cl:1][C:2]1[CH:3]=[N:4][C:5]2[N:6]([N:8]=[C:9]([C:11]([N:27]3[CH2:26][CH2:25][N:24]4[CH:30]=[C:21]([C:18]5[CH:19]=[N:20][C:15]([F:14])=[CH:16][CH:17]=5)[N:22]=[C:23]4[CH:28]3[CH3:29])=[O:13])[CH:10]=2)[CH:7]=1, predict the reactants needed to synthesize it. The reactants are: [Cl:1][C:2]1[CH:3]=[N:4][C:5]2[N:6]([N:8]=[C:9]([C:11]([OH:13])=O)[CH:10]=2)[CH:7]=1.[F:14][C:15]1[N:20]=[CH:19][C:18]([C:21]2[N:22]=[C:23]3[CH:28]([CH3:29])[NH:27][CH2:26][CH2:25][N:24]3[CH:30]=2)=[CH:17][CH:16]=1. (7) Given the product [NH2:28][CH2:27][CH2:26][N:13]1[C:14]2[C:19]([CH3:20])=[C:18]([CH3:21])[N:17]=[C:16]([NH2:24])[C:15]=2[N:25]=[C:12]1[CH2:11][O:10][CH2:8][CH3:9], predict the reactants needed to synthesize it. The reactants are: FC(F)(F)C(O)=O.[CH2:8]([O:10][CH2:11][C:12]1[N:13]([CH2:26][CH2:27][NH2:28])[C:14]2[C:19]([CH3:20])=[C:18]([CH3:21])[N:17]3N=N[N:24]=[C:16]3[C:15]=2[N:25]=1)[CH3:9].FC(F)(F)C(O)=O.C(=O)([O-])[O-].[Na+].[Na+].